This data is from Forward reaction prediction with 1.9M reactions from USPTO patents (1976-2016). The task is: Predict the product of the given reaction. (1) Given the reactants CN([P+](ON1N=[N:19][C:14]2[CH:15]=[CH:16][CH:17]=[CH:18][C:13]1=2)(N(C)C)N(C)C)C.F[P-](F)(F)(F)(F)F.C([N:31]([CH2:35]C)[CH:32]([CH3:34])[CH3:33])(C)C.Cl.CNOC.C(N(C)[C@H](C(O)=O)C[O:62][CH2:63][C:64]1[CH:69]=[CH:68][CH:67]=[CH:66][CH:65]=1)(OCC1C2C(=CC=CC=2)C2C1=CC=CC=2)=O.[H-].[Al+3].[Li+].[H-].[H-].[H-].[Cl-].[NH4+].NC1C=C2C([CH:87]=[C:88]([C:94]3[CH:99]=[CH:98][CH:97]=[CH:96][C:95]=3[C:100]([F:103])([F:102])[F:101])[NH:89][C:90]2=[O:93])=CC=1.C([BH3-])#N.[Na+].C(=O)(O)[O-].[Na+].N1CCCCC1, predict the reaction product. The product is: [CH2:63]([O:62][CH2:34][C@H:32]([NH:31][CH3:35])[CH2:33][NH:19][C:14]1[CH:13]=[C:18]2[C:17]([CH:87]=[C:88]([C:94]3[CH:99]=[CH:98][CH:97]=[CH:96][C:95]=3[C:100]([F:101])([F:102])[F:103])[NH:89][C:90]2=[O:93])=[CH:16][CH:15]=1)[C:64]1[CH:69]=[CH:68][CH:67]=[CH:66][CH:65]=1. (2) Given the reactants [Br:1][C:2]1[CH:3]=[C:4]2[C:8](=[CH:9][CH:10]=1)[N:7]([CH2:11][CH2:12][CH2:13][OH:14])[N:6]=[CH:5]2.[Si:15](Cl)([C:28]([CH3:31])([CH3:30])[CH3:29])([C:22]1[CH:27]=[CH:26][CH:25]=[CH:24][CH:23]=1)[C:16]1[CH:21]=[CH:20][CH:19]=[CH:18][CH:17]=1.N1C=CN=C1, predict the reaction product. The product is: [Br:1][C:2]1[CH:3]=[C:4]2[C:8](=[CH:9][CH:10]=1)[N:7]([CH2:11][CH2:12][CH2:13][O:14][Si:15]([C:28]([CH3:31])([CH3:30])[CH3:29])([C:22]1[CH:23]=[CH:24][CH:25]=[CH:26][CH:27]=1)[C:16]1[CH:21]=[CH:20][CH:19]=[CH:18][CH:17]=1)[N:6]=[CH:5]2. (3) Given the reactants Cl.[NH:2]1[C:10]2[C:5](=[CH:6][C:7]([C:11]3[C:19]4[C:14](=[N:15][CH:16]=[N:17][C:18]=4[NH2:20])[N:13]([CH3:21])[N:12]=3)=[CH:8][CH:9]=2)[CH2:4][CH2:3]1.[Cl:22][C:23]1[C:24]([F:34])=[C:25]([CH2:30][C:31](O)=[O:32])[CH:26]=[CH:27][C:28]=1[F:29].CN(C(ON1N=NC2C=CC=NC1=2)=[N+](C)C)C.F[P-](F)(F)(F)(F)F.CCN(C(C)C)C(C)C, predict the reaction product. The product is: [Cl:22][C:23]1[C:24]([F:34])=[C:25]([CH2:30][C:31]([N:2]2[C:10]3[C:5](=[CH:6][C:7]([C:11]4[C:19]5[C:14](=[N:15][CH:16]=[N:17][C:18]=5[NH2:20])[N:13]([CH3:21])[N:12]=4)=[CH:8][CH:9]=3)[CH2:4][CH2:3]2)=[O:32])[CH:26]=[CH:27][C:28]=1[F:29]. (4) Given the reactants C([O:4][CH2:5][C:6]1[CH:7]=[C:8]([C:33]2[CH:38]=[CH:37][C:36]([C:39]([F:42])([F:41])[F:40])=[CH:35][CH:34]=2)[C:9]([C:12]([NH:14][C:15]2[CH:16]=[C:17]3[C:21](=[CH:22][CH:23]=2)[N:20]([C:24](=[O:32])[CH2:25][C:26]2[CH:31]=[CH:30][CH:29]=[CH:28][N:27]=2)[CH2:19][CH2:18]3)=[O:13])=[CH:10][CH:11]=1)(=O)C.[OH-].[Na+].O, predict the reaction product. The product is: [OH:4][CH2:5][C:6]1[CH:7]=[C:8]([C:33]2[CH:34]=[CH:35][C:36]([C:39]([F:41])([F:42])[F:40])=[CH:37][CH:38]=2)[C:9]([C:12]([NH:14][C:15]2[CH:16]=[C:17]3[C:21](=[CH:22][CH:23]=2)[N:20]([C:24](=[O:32])[CH2:25][C:26]2[CH:31]=[CH:30][CH:29]=[CH:28][N:27]=2)[CH2:19][CH2:18]3)=[O:13])=[CH:10][CH:11]=1.